From a dataset of Forward reaction prediction with 1.9M reactions from USPTO patents (1976-2016). Predict the product of the given reaction. (1) Given the reactants [ClH:1].[N:2]1[C:11]2[C:6](=[CH:7][CH:8]=[CH:9][CH:10]=2)[CH:5]=[C:4]([C:12]2[C:20]3[C:19]([NH2:21])=[N:18][CH:17]=[N:16][C:15]=3[N:14](COCC[Si](C)(C)C)[CH:13]=2)[CH:3]=1.C(OCC)(=O)C, predict the reaction product. The product is: [ClH:1].[N:2]1[C:11]2[C:6](=[CH:7][CH:8]=[CH:9][CH:10]=2)[CH:5]=[C:4]([C:12]2[C:20]3[C:19]([NH2:21])=[N:18][CH:17]=[N:16][C:15]=3[NH:14][CH:13]=2)[CH:3]=1. (2) Given the reactants Br[C:2]1[S:3][CH:4]=[C:5]([Br:7])[N:6]=1.C([Li])CCC.B(F)(F)F.CC[CH2:19][CH2:20][O:21][CH2:22][CH2:23][CH2:24][CH3:25].S1C=C[N:28]=C1.[C:31](=[O:33])=O, predict the reaction product. The product is: [Br:7][C:5]1[N:6]=[C:2]([C@:23]23[CH2:22][O:21][C@@H:20]([CH3:19])[CH2:25][C@H:24]2[CH2:31][O:33][NH:28]3)[S:3][CH:4]=1. (3) Given the reactants [C:1]([N:18]([CH3:33])[C@H:19]([C:23](ON1C(=O)CCC1=O)=[O:24])[CH:20]([CH3:22])[CH3:21])([O:3][CH2:4][CH:5]1[C:17]2[C:12](=[CH:13][CH:14]=[CH:15][CH:16]=2)[C:11]2[C:6]1=[CH:7][CH:8]=[CH:9][CH:10]=2)=[O:2].[NH2:34][C@H:35]([C:43]([OH:45])=[O:44])[CH2:36][CH2:37][CH2:38][NH:39][C:40]([NH2:42])=[O:41].C([O-])(O)=O.[Na+], predict the reaction product. The product is: [C:1]([N:18]([CH3:33])[C@H:19]([C:23]([NH:34][C@H:35]([C:43]([OH:45])=[O:44])[CH2:36][CH2:37][CH2:38][NH:39][C:40]([NH2:42])=[O:41])=[O:24])[CH:20]([CH3:21])[CH3:22])([O:3][CH2:4][CH:5]1[C:17]2[C:12](=[CH:13][CH:14]=[CH:15][CH:16]=2)[C:11]2[C:6]1=[CH:7][CH:8]=[CH:9][CH:10]=2)=[O:2]. (4) Given the reactants [C:1]([C:4]1[N:5]=[C:6]2[C:12]3[CH:13]=[C:14]([C:18]#[C:19][C:20]([OH:23])([CH3:22])[CH3:21])[C:15]([F:17])=[CH:16][C:11]=3[O:10][CH2:9][CH2:8][N:7]2[C:24]=1[C:25]([O:27]C)=[O:26])(=[O:3])[NH2:2].[Li+].[OH-], predict the reaction product. The product is: [C:1]([C:4]1[N:5]=[C:6]2[C:12]3[CH:13]=[C:14]([C:18]#[C:19][C:20]([OH:23])([CH3:21])[CH3:22])[C:15]([F:17])=[CH:16][C:11]=3[O:10][CH2:9][CH2:8][N:7]2[C:24]=1[C:25]([OH:27])=[O:26])(=[O:3])[NH2:2].